From a dataset of Forward reaction prediction with 1.9M reactions from USPTO patents (1976-2016). Predict the product of the given reaction. (1) Given the reactants [OH-:1].[Na+].[CH:3](Cl)(Cl)Cl.[C:7]1([CH3:15])[CH:12]=[CH:11][C:10]([CH:13]=[O:14])=[CH:9][CH:8]=1.[OH2:16], predict the reaction product. The product is: [CH3:15][C:7]1[CH:12]=[CH:11][C:10]([CH:13]([OH:14])[C:3]([OH:16])=[O:1])=[CH:9][CH:8]=1. (2) Given the reactants [F:1][C:2]1[CH:28]=[CH:27][CH:26]=[C:25]([F:29])[C:3]=1[C:4]([NH:6][C:7]1[CH:8]=[CH:9][C:10]2[C:16]([C:17]3[CH:22]=[CH:21][C:20]([NH2:23])=[CH:19][CH:18]=3)=[CH:15][CH2:14][CH2:13][CH2:12][C:11]=2[CH:24]=1)=[O:5].[C:30](OC(=O)C)(=[O:32])[CH3:31].N1C=CC=CC=1.C(Cl)(=O)C, predict the reaction product. The product is: [F:1][C:2]1[CH:28]=[CH:27][CH:26]=[C:25]([F:29])[C:3]=1[C:4]([NH:6][C:7]1[CH:8]=[CH:9][C:10]2[C:16]([C:17]3[CH:22]=[CH:21][C:20]([NH:23][C:30](=[O:32])[CH3:31])=[CH:19][CH:18]=3)=[CH:15][CH2:14][CH2:13][CH2:12][C:11]=2[CH:24]=1)=[O:5].